Dataset: Forward reaction prediction with 1.9M reactions from USPTO patents (1976-2016). Task: Predict the product of the given reaction. (1) Given the reactants [F:1][C:2]1([C:12]2[S:13][CH:14]=[CH:15][N:16]=2)[CH2:11][CH2:10][C:5]2(OCC[O:6]2)[CH2:4][CH2:3]1.ClC1C(C2(F)CCC3(OCCO3)CC2)=NC=CC=1, predict the reaction product. The product is: [F:1][C:2]1([C:12]2[S:13][CH:14]=[CH:15][N:16]=2)[CH2:3][CH2:4][C:5](=[O:6])[CH2:10][CH2:11]1. (2) Given the reactants [CH:1]([C:4]1[CH:9]=[CH:8][CH:7]=[C:6]([CH:10]([CH3:12])[CH3:11])[C:5]=1[N:13]1[CH:17]=[CH:16][N:15]=[C:14]1[C:18]1[CH:19]=[C:20]([OH:24])[CH:21]=[CH:22][CH:23]=1)([CH3:3])[CH3:2].[Cl:25][P:26](Cl)[Cl:27].C(N(CC)CC)C, predict the reaction product. The product is: [Cl:25][P:26]([Cl:27])[O:24][C:20]1[CH:19]=[C:18]([C:14]2[N:13]([C:5]3[C:6]([CH:10]([CH3:12])[CH3:11])=[CH:7][CH:8]=[CH:9][C:4]=3[CH:1]([CH3:2])[CH3:3])[CH:17]=[CH:16][N:15]=2)[CH:23]=[CH:22][CH:21]=1. (3) Given the reactants [F:1][C:2]1[CH:3]=[C:4]([CH3:14])[C:5]2[O:9][C:8]([C:10](O)=[O:11])=[CH:7][C:6]=2[CH:13]=1.C(C1NC=CN=1)(C1[NH:18]C=CN=1)=O.N, predict the reaction product. The product is: [F:1][C:2]1[CH:3]=[C:4]([CH3:14])[C:5]2[O:9][C:8]([C:10]([NH2:18])=[O:11])=[CH:7][C:6]=2[CH:13]=1. (4) Given the reactants Br[CH2:2][CH2:3][CH2:4][CH2:5][C-:6]1[CH2:10][CH:9]=[CH:8][S:7]1.O.[CH2:12]([O:14][P:15]([O:19]CC)[O:16][CH2:17][CH3:18])[CH3:13], predict the reaction product. The product is: [CH2:12]([O:14][P:15]([CH2:2][CH2:3][CH2:4][CH2:5][C:6]1[S:7][CH:8]=[CH:9][CH:10]=1)(=[O:19])[O:16][CH2:17][CH3:18])[CH3:13]. (5) Given the reactants [O:1]1[CH2:6][CH2:5][CH2:4][CH2:3][CH:2]1[O:7][NH:8][C:9]([C:11]1[CH:12]=[N:13][C:14]([N:17]2[CH2:29][CH2:28][C:27]3[C:26]4[C:21](=[CH:22][CH:23]=[CH:24][CH:25]=4)[NH:20][C:19]=3[CH2:18]2)=[N:15][CH:16]=1)=[O:10].[H-].[Na+].[C:32](Cl)(=[O:34])[CH3:33], predict the reaction product. The product is: [O:1]1[CH2:6][CH2:5][CH2:4][CH2:3][CH:2]1[O:7][NH:8][C:9]([C:11]1[CH:12]=[N:13][C:14]([N:17]2[CH2:29][CH2:28][C:27]3[C:26]4[C:21](=[CH:22][CH:23]=[CH:24][CH:25]=4)[N:20]([C:32](=[O:34])[CH3:33])[C:19]=3[CH2:18]2)=[N:15][CH:16]=1)=[O:10]. (6) Given the reactants Br[C:2]1[N:7]=[N:6][C:5]([NH2:8])=[N:4][C:3]=1[C:9]1[CH:14]=[CH:13][CH:12]=[CH:11][CH:10]=1.[Cl:15][C:16]1[CH:17]=[C:18](B(O)O)[CH:19]=[CH:20][C:21]=1[Cl:22], predict the reaction product. The product is: [Cl:15][C:16]1[CH:17]=[C:18]([C:2]2[N:7]=[N:6][C:5]([NH2:8])=[N:4][C:3]=2[C:9]2[CH:14]=[CH:13][CH:12]=[CH:11][CH:10]=2)[CH:19]=[CH:20][C:21]=1[Cl:22]. (7) Given the reactants [Br:1][C:2]1[CH:3]=[C:4]([O:27][CH:28]([CH3:30])[CH3:29])[C:5]([CH3:26])=[C:6]([CH:25]=1)[CH2:7][N:8]([CH2:19][CH:20](OC)OC)S(C1C=CC(C)=CC=1)(=O)=O, predict the reaction product. The product is: [Br:1][C:2]1[CH:3]=[C:4]([O:27][CH:28]([CH3:30])[CH3:29])[C:5]([CH3:26])=[C:6]2[C:25]=1[CH:20]=[CH:19][N:8]=[CH:7]2.